This data is from Catalyst prediction with 721,799 reactions and 888 catalyst types from USPTO. The task is: Predict which catalyst facilitates the given reaction. Reactant: [C:1]([C:5]1[CH:10]=[CH:9][C:8]([C:11](=[O:22])[CH2:12][C:13]([C:15]2[CH:20]=[CH:19][C:18]([OH:21])=[CH:17][CH:16]=2)=[O:14])=[CH:7][CH:6]=1)([CH3:4])([CH3:3])[CH3:2].[CH:23]12CC(C=C1)CC2C(O)=O.C1(N=C=NC2CCCCC2)CCCCC1. Product: [CH3:3][C:1]([C:5]1[CH:6]=[CH:7][C:8]([C:11]([CH2:12][C:13]([C:15]2[CH:16]=[CH:17][C:18]([O:21][CH3:23])=[CH:19][CH:20]=2)=[O:14])=[O:22])=[CH:9][CH:10]=1)([CH3:4])[CH3:2]. The catalyst class is: 119.